From a dataset of Reaction yield outcomes from USPTO patents with 853,638 reactions. Predict the reaction yield, written as a fraction of the theoretical maximum amount of product (1.0 means a 100% yield; for example, 0.34 means a 34% yield). (1) The reactants are [Cl:1][C:2]1[CH:7]=[CH:6][C:5]([OH:8])=[C:4]([O:9][CH3:10])[CH:3]=1.[H-].[Na+].Cl[CH2:14][C:15]([CH3:17])=[CH2:16].ClC1C=C(C2CCCCC2)C2OC(CO)CC=2C=1. No catalyst specified. The product is [Cl:1][C:2]1[CH:7]=[CH:6][C:5]([O:8][CH2:16][C:15]([CH3:17])=[CH2:14])=[C:4]([O:9][CH3:10])[CH:3]=1. The yield is 0.910. (2) The reactants are [OH:1][C@H:2]1[CH2:5][C@@H:4]([NH:6][C:7]2[C:12]([C:13]#[N:14])=[CH:11][N:10]=[C:9](S(C)(=O)=O)[N:8]=2)[C:3]1([CH3:20])[CH3:19].[NH2:21][CH2:22][CH2:23][C:24]1[CH:31]=[CH:30][C:27]([C:28]#[N:29])=[C:26]([O:32][C:33]([F:36])([F:35])[F:34])[CH:25]=1.CCN(C(C)C)C(C)C. The catalyst is C1COCC1. The product is [C:28]([C:27]1[CH:30]=[CH:31][C:24]([CH2:23][CH2:22][NH:21][C:9]2[N:8]=[C:7]([NH:6][C@@H:4]3[CH2:5][C@H:2]([OH:1])[C:3]3([CH3:20])[CH3:19])[C:12]([C:13]#[N:14])=[CH:11][N:10]=2)=[CH:25][C:26]=1[O:32][C:33]([F:34])([F:35])[F:36])#[N:29]. The yield is 0.400. (3) The reactants are [C:1](/[CH:3]=[CH:4]/[S:5]([C:8]1[CH:13]=[CH:12][C:11]([C:14]2([C:18]([OH:20])=O)[CH2:17][CH2:16][CH2:15]2)=[CH:10][CH:9]=1)(=[O:7])=[O:6])#[N:2].O[N:22]1[C:26]2[CH:27]=[CH:28][CH:29]=[CH:30][C:25]=2N=N1.Cl.CN(C)CCCN=C=NCC.NC1C=CC=CC=1. The catalyst is C(#N)C.CS(C)=O. The product is [C:26]1([NH:22][C:18]([C:14]2([C:11]3[CH:10]=[CH:9][C:8]([S:5](/[CH:4]=[CH:3]/[C:1]#[N:2])(=[O:6])=[O:7])=[CH:13][CH:12]=3)[CH2:15][CH2:16][CH2:17]2)=[O:20])[CH:27]=[CH:28][CH:29]=[CH:30][CH:25]=1. The yield is 0.470. (4) The reactants are ClC[CH2:3][O:4][C:5]1[CH:6]=[C:7]2[C:12](=[CH:13][C:14]=1[O:15][CH3:16])[N:11]=[C:10]([C:17]1[CH:22]=[CH:21][CH:20]=[C:19]([C:23]3[CH:28]=[CH:27][CH:26]=[CH:25][CH:24]=3)[CH:18]=1)[N:9]=[C:8]2[NH:29][C:30]1[CH:31]=[C:32]2[C:36](=[CH:37][CH:38]=1)[N:35](C(OC(C)(C)C)=O)[N:34]=[CH:33]2.[CH3:46][N:47]([CH3:53])[C:48](=[O:52])[CH2:49][NH:50][CH3:51].[CH3:54]S(C)=O. No catalyst specified. The product is [NH:35]1[C:36]2[C:32](=[CH:31][C:30]([NH:29][C:8]3[C:7]4[C:12](=[CH:13][C:14]([O:15][CH3:16])=[C:5]([O:4][CH2:3][CH2:51][N:50]([CH3:54])[CH2:49][C:48]([N:47]([CH3:53])[CH3:46])=[O:52])[CH:6]=4)[N:11]=[C:10]([C:17]4[CH:22]=[CH:21][CH:20]=[C:19]([C:23]5[CH:28]=[CH:27][CH:26]=[CH:25][CH:24]=5)[CH:18]=4)[N:9]=3)=[CH:38][CH:37]=2)[CH:33]=[N:34]1. The yield is 0.740. (5) The reactants are [CH3:1][CH:2]([N:4]1[C:12](/[CH:13]=[CH:14]/[C@H:15]([OH:24])[CH2:16][C@H:17]([OH:23])[CH2:18][C:19]([O:21]C)=[O:20])=[C:11]([C:25]2[CH:30]=[CH:29][C:28]([F:31])=[CH:27][CH:26]=2)[C:10]2[C:5]1=[CH:6][CH:7]=[CH:8][CH:9]=2)[CH3:3].CCO.[OH-].[Na+:36].CC(O)C. The catalyst is O. The product is [CH3:3][CH:2]([N:4]1[C:12](/[CH:13]=[CH:14]/[CH:15]([OH:24])[CH2:16][CH:17]([OH:23])[CH2:18][C:19]([O-:21])=[O:20])=[C:11]([C:25]2[CH:26]=[CH:27][C:28]([F:31])=[CH:29][CH:30]=2)[C:10]2[CH:9]=[CH:8][CH:7]=[CH:6][C:5]1=2)[CH3:1].[Na+:36]. The yield is 0.628.